The task is: Binary Classification. Given a T-cell receptor sequence (or CDR3 region) and an epitope sequence, predict whether binding occurs between them.. This data is from TCR-epitope binding with 47,182 pairs between 192 epitopes and 23,139 TCRs. (1) The epitope is VTEHDTLLY. The TCR CDR3 sequence is CASSLAPDRVEGQPQHF. Result: 1 (the TCR binds to the epitope). (2) The epitope is AMFWSVPTV. The TCR CDR3 sequence is CASSIGGQEETQYF. Result: 1 (the TCR binds to the epitope).